From a dataset of Full USPTO retrosynthesis dataset with 1.9M reactions from patents (1976-2016). Predict the reactants needed to synthesize the given product. (1) Given the product [Br:1][C:2]1[CH:3]=[C:4]([NH:8][CH:10]([CH3:12])[CH3:9])[CH:5]=[N:6][CH:7]=1, predict the reactants needed to synthesize it. The reactants are: [Br:1][C:2]1[CH:3]=[C:4]([NH2:8])[CH:5]=[N:6][CH:7]=1.[CH3:9][C:10]([CH3:12])=O.CC(O)=O.[BH3-]C#N.[Na+]. (2) Given the product [F:18][C:13]1[CH:12]=[C:11]([C:9]2[N:10]=[C:5]([NH2:19])[N:6]=[N:7][CH:8]=2)[CH:16]=[C:15]([F:17])[CH:14]=1, predict the reactants needed to synthesize it. The reactants are: CS([C:5]1[N:6]=[N:7][CH:8]=[C:9]([C:11]2[CH:16]=[C:15]([F:17])[CH:14]=[C:13]([F:18])[CH:12]=2)[N:10]=1)(=O)=O.[NH3:19]. (3) Given the product [C:1]([O:5][C:6]([N:8]1[CH2:13][CH2:12][N:11]([C:14]2[C:19]([CH3:20])=[CH:18][C:17]([CH:30]3[CH2:32][CH2:31]3)=[CH:16][N:15]=2)[CH2:10][CH2:9]1)=[O:7])([CH3:4])([CH3:3])[CH3:2], predict the reactants needed to synthesize it. The reactants are: [C:1]([O:5][C:6]([N:8]1[CH2:13][CH2:12][N:11]([C:14]2[C:19]([CH3:20])=[CH:18][C:17](Br)=[CH:16][N:15]=2)[CH2:10][CH2:9]1)=[O:7])([CH3:4])([CH3:3])[CH3:2].P([O-])([O-])([O-])=O.[K+].[K+].[K+].[CH:30]1(B(O)O)[CH2:32][CH2:31]1.C1(C)C=CC=CC=1. (4) The reactants are: [CH3:1]C(C)([O-])C.[K+].[NH2:7][C:8]1[C:23]([N+:24]([O-:26])=[O:25])=[CH:22][CH:21]=[CH:20][C:9]=1[O:10][CH2:11][C:12]([C:14]1[CH:19]=[CH:18][CH:17]=[CH:16][N:15]=1)=O. Given the product [N+:24]([C:23]1[CH:22]=[CH:21][CH:20]=[C:9]([O:10][CH2:11][C:12]([C:14]2[CH:19]=[CH:18][CH:17]=[CH:16][N:15]=2)=[CH2:1])[C:8]=1[NH2:7])([O-:26])=[O:25], predict the reactants needed to synthesize it. (5) Given the product [C:18]([O:17][C:15]([N:12]1[CH2:13][CH2:14][C:9]2[NH:8][N:7]=[C:6]([C:4]([OH:5])=[O:3])[C:10]=2[CH2:11]1)=[O:16])([CH3:21])([CH3:19])[CH3:20], predict the reactants needed to synthesize it. The reactants are: C([O:3][C:4]([C:6]1[C:10]2[CH2:11][N:12]([C:15]([O:17][C:18]([CH3:21])([CH3:20])[CH3:19])=[O:16])[CH2:13][CH2:14][C:9]=2[NH:8][N:7]=1)=[O:5])C.O.[OH-].[Li+].S([O-])(O)(=O)=O.[K+]. (6) Given the product [NH:58]1[C:59]2[CH:65]=[CH:64][CH:63]=[CH:62][C:60]=2[N:61]=[C:57]1[NH:56][C:13](=[O:15])[CH:12]([C:4]1[CH:5]=[CH:6][C:7]([S:8]([CH3:11])(=[O:9])=[O:10])=[C:2]([Br:1])[CH:3]=1)[CH2:16][CH:17]1[CH2:21][CH2:20][CH2:19][CH2:18]1, predict the reactants needed to synthesize it. The reactants are: [Br:1][C:2]1[CH:3]=[C:4]([CH:12]([CH2:16][CH:17]2[CH2:21][CH2:20][CH2:19][CH2:18]2)[C:13]([OH:15])=O)[CH:5]=[CH:6][C:7]=1[S:8]([CH3:11])(=[O:10])=[O:9].C(N(CC)CC)C.F[P-](F)(F)(F)(F)F.N1(O[P+](N(C)C)(N(C)C)N(C)C)C2C=CC=CC=2N=N1.[NH2:56][C:57]1[NH:58][C:59]2[CH:65]=[CH:64][CH:63]=[CH:62][C:60]=2[N:61]=1. (7) Given the product [CH3:11][O:6][C:5](=[O:7])[C:4]1[CH:8]=[CH:9][N:10]=[C:2]([Cl:1])[CH:3]=1, predict the reactants needed to synthesize it. The reactants are: [Cl:1][C:2]1[CH:3]=[C:4]([CH:8]=[CH:9][N:10]=1)[C:5]([OH:7])=[O:6].[CH2:11](Cl)Cl.